From a dataset of Reaction yield outcomes from USPTO patents with 853,638 reactions. Predict the reaction yield, written as a fraction of the theoretical maximum amount of product (1.0 means a 100% yield; for example, 0.34 means a 34% yield). (1) The reactants are [ClH:1].N1C=CC=CC=1.[CH3:8][S:9]([C:12]1[CH:17]=[CH:16][C:15]([C:18]2[CH:27]=[CH:26][C:25]3[C:20](=[CH:21][CH:22]=[C:23]([O:28]C)[CH:24]=3)[C:19]=2[CH2:30][C:31]2[CH:36]=[CH:35][C:34]([O:37][CH2:38][CH2:39][N:40]3[CH2:45][CH2:44][CH2:43][CH2:42][CH2:41]3)=[CH:33][CH:32]=2)=[CH:14][CH:13]=1)(=[O:11])=[O:10]. No catalyst specified. The product is [ClH:1].[CH3:8][S:9]([C:12]1[CH:17]=[CH:16][C:15]([C:18]2[C:19]([CH2:30][C:31]3[CH:36]=[CH:35][C:34]([O:37][CH2:38][CH2:39][N:40]4[CH2:45][CH2:44][CH2:43][CH2:42][CH2:41]4)=[CH:33][CH:32]=3)=[C:20]3[C:25](=[CH:26][CH:27]=2)[CH:24]=[C:23]([OH:28])[CH:22]=[CH:21]3)=[CH:14][CH:13]=1)(=[O:11])=[O:10]. The yield is 0.800. (2) The reactants are [C:1]1([S:7]([N:10]2[C:18]3[C:13](=[CH:14][C:15](Br)=[CH:16][CH:17]=3)[C:12]([CH2:20][CH2:21][NH:22][C:23]([O:25][C:26]([CH3:29])([CH3:28])[CH3:27])=[O:24])=[CH:11]2)(=[O:9])=[O:8])[CH:6]=[CH:5][CH:4]=[CH:3][CH:2]=1.C(=O)([O-])[O-].[Cs+].[Cs+].[CH:36]1[C:45]2[C:40](=[CH:41][CH:42]=[CH:43][CH:44]=2)[CH:39]=[CH:38][C:37]=1B(O)O. The catalyst is COCCOC.O.C1C=CC([P]([Pd]([P](C2C=CC=CC=2)(C2C=CC=CC=2)C2C=CC=CC=2)([P](C2C=CC=CC=2)(C2C=CC=CC=2)C2C=CC=CC=2)[P](C2C=CC=CC=2)(C2C=CC=CC=2)C2C=CC=CC=2)(C2C=CC=CC=2)C2C=CC=CC=2)=CC=1. The product is [C:1]1([S:7]([N:10]2[C:18]3[C:13](=[CH:14][C:15]([C:38]4[CH:37]=[CH:36][C:45]5[C:40](=[CH:41][CH:42]=[CH:43][CH:44]=5)[CH:39]=4)=[CH:16][CH:17]=3)[C:12]([CH2:20][CH2:21][NH:22][C:23]([O:25][C:26]([CH3:29])([CH3:28])[CH3:27])=[O:24])=[CH:11]2)(=[O:9])=[O:8])[CH:6]=[CH:5][CH:4]=[CH:3][CH:2]=1. The yield is 0.220. (3) The reactants are [Cl:1][C:2]1[N:7]=[C:6]([CH3:8])[N:5]=[C:4]([NH:9][C:10]([NH:12]C(=O)OCC)=[S:11])[CH:3]=1.[OH-].[Na+]. No catalyst specified. The product is [Cl:1][C:2]1[N:7]=[C:6]([CH3:8])[N:5]=[C:4]([NH:9][C:10]([NH2:12])=[S:11])[CH:3]=1. The yield is 0.910. (4) The reactants are [Cl:1][C:2]1[C:10]([CH3:11])=[CH:9][CH:8]=[C:7]2[C:3]=1[CH:4]([OH:22])[N:5]([C:13]([CH3:21])([C:15]1[CH:20]=[CH:19][CH:18]=[CH:17][CH:16]=1)[CH3:14])[C:6]2=[O:12].CN(CCN(C)C)C.[I:31]I. The catalyst is C1COCC1. The product is [Cl:1][C:2]1[C:10]([CH3:11])=[CH:9][C:8]([I:31])=[C:7]2[C:3]=1[CH:4]([OH:22])[N:5]([C:13]([CH3:14])([C:15]1[CH:16]=[CH:17][CH:18]=[CH:19][CH:20]=1)[CH3:21])[C:6]2=[O:12]. The yield is 0.630. (5) The reactants are [CH3:1][O:2][C:3]1[CH:4]=[C:5]2[O:9][C:8]([C:10]3[N:11]=[C:12]4[N:16]([CH:17]=3)[N:15]=[C:14]([O:18][CH3:19])[S:13]4)=[CH:7][C:6]2=[C:20]([OH:22])[CH:21]=1.[Br:23][C:24]1[CH:29]=[CH:28][C:27]([C:30]2([C:36]3[S:37][CH:38]=[C:39]([CH2:41]O)[N:40]=3)[CH2:35][CH2:34][O:33][CH2:32][CH2:31]2)=[CH:26][CH:25]=1.C(P(CCCC)CCCC)CCC.C1CCN(C(N=NC(N2CCCCC2)=O)=O)CC1. The catalyst is C1COCC1.CCOC(C)=O. The product is [Br:23][C:24]1[CH:29]=[CH:28][C:27]([C:30]2([C:36]3[S:37][CH:38]=[C:39]([CH2:41][O:22][C:20]4[C:6]5[CH:7]=[C:8]([C:10]6[N:11]=[C:12]7[N:16]([CH:17]=6)[N:15]=[C:14]([O:18][CH3:19])[S:13]7)[O:9][C:5]=5[CH:4]=[C:3]([O:2][CH3:1])[CH:21]=4)[N:40]=3)[CH2:35][CH2:34][O:33][CH2:32][CH2:31]2)=[CH:26][CH:25]=1. The yield is 0.486. (6) The reactants are [CH2:1]([O:8][C:9]1[C:14]2[N:15]([CH2:19][CH2:20][O:21][CH3:22])[C:16]([CH3:18])=[N:17][C:13]=2[CH:12]=C(C#N)[CH:10]=1)[C:2]1[CH:7]=[CH:6][CH:5]=[CH:4][CH:3]=1.[OH-:25].[K+].Cl.[CH2:28]([OH:31])[CH2:29]O. No catalyst specified. The product is [CH2:1]([O:8][C:9]1[C:14]2[N:15]([CH2:19][CH2:20][O:21][CH3:22])[C:16]([CH3:18])=[N:17][C:13]=2[CH:12]=[C:29]([C:28]([OH:31])=[O:25])[CH:10]=1)[C:2]1[CH:7]=[CH:6][CH:5]=[CH:4][CH:3]=1. The yield is 0.910.